Dataset: Drug-target binding data from BindingDB using IC50 measurements. Task: Regression. Given a target protein amino acid sequence and a drug SMILES string, predict the binding affinity score between them. We predict pIC50 (pIC50 = -log10(IC50 in M); higher means more potent). Dataset: bindingdb_ic50. (1) The compound is Fc1cc(/C=C/c2ccc(N3CCN(C4=NCCCO4)CC3)cc2)cc(Cn2ccnc2)c1. The target protein (P00189) has sequence MLARGLPLRSALVKACPPILSTVGEGWGHHRVGTGEGAGISTKTPRPYSEIPSPGDNGWLNLYHFWREKGSQRIHFRHIENFQKYGPIYREKLGNLESVYIIHPEDVAHLFKFEGSYPERYDIPPWLAYHRYYQKPIGVLFKKSGTWKKDRVVLNTEVMAPEAIKNFIPLLNPVSQDFVSLLHKRIKQQGSGKFVGDIKEDLFHFAFESITNVMFGERLGMLEETVNPEAQKFIDAVYKMFHTSVPLLNVPPELYRLFRTKTWRDHVAAWDTIFNKAEKYTEIFYQDLRRKTEFRNYPGILYCLLKSEKMLLEDVKANITEMLAGGVNTTSMTLQWHLYEMARSLNVQEMLREEVLNARRQAEGDISKMLQMVPLLKASIKETLRLHPISVTLQRYPESDLVLQDYLIPAKTLVQVAIYAMGRDPAFFSSPDKFDPTRWLSKDKDLIHFRNLGFGWGVRQCVGRRIAELEMTLFLIHILENFKVEMQHIGDVDTIFNLIL.... The pIC50 is 7.8. (2) The small molecule is COc1cc2c(cc1OC)C(=O)C(Cc1cccc(CN(C)C)c1)C2. The target protein sequence is MVTEIHFLLWILLLCMLFGKSHTEEDVIITTKTGRVRGLSMPILGGTVTAFLGIPYAQPPLGSLRFKKPQPLNKWPDVYNATKYANSCYQNIDQAFPGFQGSEMWNPNTNLSEDCLYLNVWIPVPKPKNATVMVWVYGGGFQTGTSSLPVYDGKFLTRVERVIVVSMNYRVGALGFLAFPGNSEAPGNMGLFDQQLALQWIQRNIAAFGGNPKSVTLFGESAGAASVSLHLLCPQSYPLFTRAILESGSSNAPWAVKHPEEARNRTLTLAKFIGCSKENEKEIITCLRSKDPQEILLNEKLVLPSDSIRSINFGPTVDGDFLTDMPHTLLQLGKVKTAQILVGVNKDEGTAFLVYGAPGFSKDNDSLITRREFQEGLNMYFPGVSSLGKEAILFYYVDWLGDQTPEVYREAFDDIIGDYNIICPALEFTKKFAELEINAFFYYFEHRSSKLPWPEWMGVMHGYEIEFVFGLPLERRVNYTRAEEIFSRSIMKTWANFAKY.... The pIC50 is 4.6. (3) The drug is CC(=O)c1c(Nc2ncc3c(n2)-c2c(c(C(N)=O)nn2C)CC3)cccc1N1CCN(C)CC1. The target protein (Q9NYY3) has sequence MELLRTITYQPAASTKMCEQALGKGCGADSKKKRPPQPPEESQPPQSQAQVPPAAPHHHHHHSHSGPEISRIIVDPTTGKRYCRGKVLGKGGFAKCYEMTDLTNNKVYAAKIIPHSRVAKPHQREKIDKEIELHRILHHKHVVQFYHYFEDKENIYILLEYCSRRSMAHILKARKVLTEPEVRYYLRQIVSGLKYLHEQEILHRDLKLGNFFINEAMELKVGDFGLAARLEPLEHRRRTICGTPNYLSPEVLNKQGHGCESDIWALGCVMYTMLLGRPPFETTNLKETYRCIREARYTMPSSLLAPAKHLIASMLSKNPEDRPSLDDIIRHDFFLQGFTPDRLSSSCCHTVPDFHLSSPAKNFFKKAAAALFGGKKDKARYIDTHNRVSKEDEDIYKLRHDLKKTSITQQPSKHRTDEELQPPTTTVARSGTPAVENKQQIGDAIRMIVRGTLGSCSSSSECLEDSTMGSVADTVARVLRGCLENMPEADCIPKEQLSTS.... The pIC50 is 5.0. (4) The target protein (P04040) has sequence MADSRDPASDQMQHWKEQRAAQKADVLTTGAGNPVGDKLNVITVGPRGPLLVQDVVFTDEMAHFDRERIPERVVHAKGAGAFGYFEVTHDITKYSKAKVFEHIGKKTPIAVRFSTVAGESGSADTVRDPRGFAVKFYTEDGNWDLVGNNTPIFFIRDPILFPSFIHSQKRNPQTHLKDPDMVWDFWSLRPESLHQVSFLFSDRGIPDGHRHMNGYGSHTFKLVNANGEAVYCKFHYKTDQGIKNLSVEDAARLSQEDPDYGIRDLFNAIATGKYPSWTFYIQVMTFNQAETFPFNPFDLTKVWPHKDYPLIPVGKLVLNRNPVNYFAEVEQIAFDPSNMPPGIEASPDKMLQGRLFAYPDTHRHRLGPNYLHIPVNCPYRARVANYQRDGPMCMQDNQGGAPNYYPNSFGAPEQQPSALEHSIQYSGEVRRFNTANDDNVTQVRAFYVNVLNEEQRKRLCENIAGHLKDAQIFIQKKAVKNFTEVHPDYGSHIQALLDKY.... The pIC50 is 4.0. The drug is Cl.NOCc1cccc(Cl)c1.